This data is from Volume of distribution at steady state (VDss) regression data from Lombardo et al.. The task is: Regression/Classification. Given a drug SMILES string, predict its absorption, distribution, metabolism, or excretion properties. Task type varies by dataset: regression for continuous measurements (e.g., permeability, clearance, half-life) or binary classification for categorical outcomes (e.g., BBB penetration, CYP inhibition). For this dataset (vdss_lombardo), we predict log10(VDss) (log10 of volume of distribution in L/kg). The log10(VDss) is -0.770. The drug is COC1(NC(=O)C(C(=O)O)c2ccc(O)cc2)C(=O)N2C(C(=O)[O-])=C(CSc3nnnn3C)COC21.